This data is from NCI-60 drug combinations with 297,098 pairs across 59 cell lines. The task is: Regression. Given two drug SMILES strings and cell line genomic features, predict the synergy score measuring deviation from expected non-interaction effect. (1) Drug 1: COC1=CC(=CC(=C1O)OC)C2C3C(COC3=O)C(C4=CC5=C(C=C24)OCO5)OC6C(C(C7C(O6)COC(O7)C8=CC=CS8)O)O. Drug 2: CC12CCC3C(C1CCC2OP(=O)(O)O)CCC4=C3C=CC(=C4)OC(=O)N(CCCl)CCCl.[Na+]. Cell line: KM12. Synergy scores: CSS=23.2, Synergy_ZIP=-8.48, Synergy_Bliss=-6.89, Synergy_Loewe=-26.6, Synergy_HSA=-4.25. (2) Drug 1: CN(C(=O)NC(C=O)C(C(C(CO)O)O)O)N=O. Drug 2: CC(C)CN1C=NC2=C1C3=CC=CC=C3N=C2N. Cell line: RXF 393. Synergy scores: CSS=0.856, Synergy_ZIP=1.58, Synergy_Bliss=3.06, Synergy_Loewe=-1.59, Synergy_HSA=-1.32. (3) Drug 1: CCC1=CC2CC(C3=C(CN(C2)C1)C4=CC=CC=C4N3)(C5=C(C=C6C(=C5)C78CCN9C7C(C=CC9)(C(C(C8N6C)(C(=O)OC)O)OC(=O)C)CC)OC)C(=O)OC.C(C(C(=O)O)O)(C(=O)O)O. Drug 2: C1=CC=C(C=C1)NC(=O)CCCCCCC(=O)NO. Cell line: LOX IMVI. Synergy scores: CSS=45.8, Synergy_ZIP=-5.05, Synergy_Bliss=-6.97, Synergy_Loewe=-3.65, Synergy_HSA=-2.57. (4) Drug 1: CC1=C2C(C(=O)C3(C(CC4C(C3C(C(C2(C)C)(CC1OC(=O)C(C(C5=CC=CC=C5)NC(=O)C6=CC=CC=C6)O)O)OC(=O)C7=CC=CC=C7)(CO4)OC(=O)C)O)C)OC(=O)C. Drug 2: CCN(CC)CCCC(C)NC1=C2C=C(C=CC2=NC3=C1C=CC(=C3)Cl)OC. Cell line: NCI-H322M. Synergy scores: CSS=36.3, Synergy_ZIP=-7.24, Synergy_Bliss=-2.63, Synergy_Loewe=-27.8, Synergy_HSA=0.103. (5) Drug 1: CN1C(=O)N2C=NC(=C2N=N1)C(=O)N. Drug 2: C1CN(CCN1C(=O)CCBr)C(=O)CCBr. Cell line: SF-295. Synergy scores: CSS=18.1, Synergy_ZIP=-7.47, Synergy_Bliss=-9.93, Synergy_Loewe=-13.3, Synergy_HSA=-6.15. (6) Drug 1: CC1CCC2CC(C(=CC=CC=CC(CC(C(=O)C(C(C(=CC(C(=O)CC(OC(=O)C3CCCCN3C(=O)C(=O)C1(O2)O)C(C)CC4CCC(C(C4)OC)O)C)C)O)OC)C)C)C)OC. Drug 2: C1CC(=O)NC(=O)C1N2C(=O)C3=CC=CC=C3C2=O. Cell line: RXF 393. Synergy scores: CSS=5.28, Synergy_ZIP=-3.21, Synergy_Bliss=-2.04, Synergy_Loewe=-11.2, Synergy_HSA=-1.67. (7) Drug 1: CCCS(=O)(=O)NC1=C(C(=C(C=C1)F)C(=O)C2=CNC3=C2C=C(C=N3)C4=CC=C(C=C4)Cl)F. Drug 2: C1CNP(=O)(OC1)N(CCCl)CCCl. Cell line: HL-60(TB). Synergy scores: CSS=11.4, Synergy_ZIP=9.36, Synergy_Bliss=7.48, Synergy_Loewe=-4.65, Synergy_HSA=-3.04. (8) Drug 1: CC1=CC=C(C=C1)C2=CC(=NN2C3=CC=C(C=C3)S(=O)(=O)N)C(F)(F)F. Drug 2: C1=CC=C(C=C1)NC(=O)CCCCCCC(=O)NO. Cell line: SK-MEL-5. Synergy scores: CSS=13.8, Synergy_ZIP=1.69, Synergy_Bliss=8.58, Synergy_Loewe=-17.6, Synergy_HSA=-3.58. (9) Drug 1: CC1C(C(CC(O1)OC2CC(CC3=C2C(=C4C(=C3O)C(=O)C5=C(C4=O)C(=CC=C5)OC)O)(C(=O)CO)O)N)O.Cl. Drug 2: CCC1(CC2CC(C3=C(CCN(C2)C1)C4=CC=CC=C4N3)(C5=C(C=C6C(=C5)C78CCN9C7C(C=CC9)(C(C(C8N6C)(C(=O)OC)O)OC(=O)C)CC)OC)C(=O)OC)O.OS(=O)(=O)O. Cell line: 786-0. Synergy scores: CSS=15.6, Synergy_ZIP=0.984, Synergy_Bliss=-0.271, Synergy_Loewe=-3.19, Synergy_HSA=-3.14.